From a dataset of NCI-60 drug combinations with 297,098 pairs across 59 cell lines. Regression. Given two drug SMILES strings and cell line genomic features, predict the synergy score measuring deviation from expected non-interaction effect. (1) Drug 1: CN(CCCl)CCCl.Cl. Drug 2: C1CN(CCN1C(=O)CCBr)C(=O)CCBr. Cell line: SF-268. Synergy scores: CSS=23.8, Synergy_ZIP=-9.32, Synergy_Bliss=-3.34, Synergy_Loewe=-17.3, Synergy_HSA=0.0723. (2) Drug 1: CC1=CC=C(C=C1)C2=CC(=NN2C3=CC=C(C=C3)S(=O)(=O)N)C(F)(F)F. Drug 2: C1=NNC2=C1C(=O)NC=N2. Cell line: MCF7. Synergy scores: CSS=1.67, Synergy_ZIP=0.473, Synergy_Bliss=1.26, Synergy_Loewe=-2.24, Synergy_HSA=-1.12.